Dataset: Catalyst prediction with 721,799 reactions and 888 catalyst types from USPTO. Task: Predict which catalyst facilitates the given reaction. (1) Reactant: Br[C:2]1[CH:3]=[C:4]([N+:9]([O-:11])=[O:10])[C:5]([NH2:8])=[N:6][CH:7]=1.N#N.[CH3:14][N:15]1[CH:19]=[C:18](B2OC(C)(C)C(C)(C)O2)[CH:17]=[N:16]1.C(=O)([O-])[O-].[Na+].[Na+]. Product: [CH3:14][N:15]1[CH:19]=[C:18]([C:2]2[CH:3]=[C:4]([N+:9]([O-:11])=[O:10])[C:5]([NH2:8])=[N:6][CH:7]=2)[CH:17]=[N:16]1. The catalyst class is: 438. (2) Reactant: [N+:1]([C:4]1[CH:16]=[CH:15][C:7]([CH2:8][C:9]2[CH:14]=[CH:13][N:12]=[CH:11][CH:10]=2)=[CH:6][CH:5]=1)([O-])=O. Product: [N:12]1[CH:13]=[CH:14][C:9]([CH2:8][C:7]2[CH:15]=[CH:16][C:4]([NH2:1])=[CH:5][CH:6]=2)=[CH:10][CH:11]=1. The catalyst class is: 403.